Dataset: Catalyst prediction with 721,799 reactions and 888 catalyst types from USPTO. Task: Predict which catalyst facilitates the given reaction. (1) Reactant: [CH:1]1([CH:4]([C:11]2[CH:16]=[C:15]([O:17][CH2:18][C:19]3[CH:20]=[N:21][C:22]([C:32]4[CH:37]=[C:36]([O:38][CH3:39])[CH:35]=[CH:34][C:33]=4[F:40])=[C:23]([O:25]C4CCCCO4)[CH:24]=3)[N:14]=[CH:13][N:12]=2)[CH2:5][C:6]([O:8][CH2:9][CH3:10])=[O:7])[CH2:3][CH2:2]1.C1(C)C=CC(S([O-])(=O)=O)=CC=1.[NH+]1C=CC=CC=1.O. Product: [CH:1]1([CH:4]([C:11]2[CH:16]=[C:15]([O:17][CH2:18][C:19]3[CH:20]=[N:21][C:22]([C:32]4[CH:37]=[C:36]([O:38][CH3:39])[CH:35]=[CH:34][C:33]=4[F:40])=[C:23]([OH:25])[CH:24]=3)[N:14]=[CH:13][N:12]=2)[CH2:5][C:6]([O:8][CH2:9][CH3:10])=[O:7])[CH2:3][CH2:2]1. The catalyst class is: 5. (2) Reactant: C([O:8][C:9]1[CH:10]=[CH:11][C:12]([C@@H:20]([O:72][Si:73]([C:76]([CH3:79])([CH3:78])[CH3:77])([CH3:75])[CH3:74])[CH2:21][NH:22][C@H:23]([CH3:71])[CH2:24][C:25]2[CH:26]=[C:27]([CH2:31][CH2:32][NH:33][C:34]([CH2:36][C:37]3[CH:42]=[CH:41][C:40]([CH2:43][NH:44][C:45]([CH2:47][CH2:48][N:49]4[CH2:54][CH2:53][CH:52]([O:55][C:56](=[O:70])[NH:57][C:58]5[CH:63]=[CH:62][CH:61]=[CH:60][C:59]=5[C:64]5[CH:69]=[CH:68][CH:67]=[CH:66][CH:65]=5)[CH2:51][CH2:50]4)=[O:46])=[CH:39][CH:38]=3)=[O:35])[CH:28]=[CH:29][CH:30]=2)=[C:13]2[C:18]=1[NH:17][C:16](=[O:19])[CH:15]=[CH:14]2)C1C=CC=CC=1. Product: [Si:73]([O:72][C@H:20]([C:12]1[CH:11]=[CH:10][C:9]([OH:8])=[C:18]2[C:13]=1[CH:14]=[CH:15][C:16](=[O:19])[NH:17]2)[CH2:21][NH:22][C@H:23]([CH3:71])[CH2:24][C:25]1[CH:26]=[C:27]([CH2:31][CH2:32][NH:33][C:34]([CH2:36][C:37]2[CH:38]=[CH:39][C:40]([CH2:43][NH:44][C:45]([CH2:47][CH2:48][N:49]3[CH2:50][CH2:51][CH:52]([O:55][C:56](=[O:70])[NH:57][C:58]4[CH:63]=[CH:62][CH:61]=[CH:60][C:59]=4[C:64]4[CH:65]=[CH:66][CH:67]=[CH:68][CH:69]=4)[CH2:53][CH2:54]3)=[O:46])=[CH:41][CH:42]=2)=[O:35])[CH:28]=[CH:29][CH:30]=1)([C:76]([CH3:77])([CH3:78])[CH3:79])([CH3:74])[CH3:75]. The catalyst class is: 50. (3) Reactant: [F:1][C:2]([F:14])([F:13])[C:3]1([C:10]([O-:12])=[O:11])[CH2:8][CH:7]2[CH2:9][CH:4]1[CH:5]=[CH:6]2.[Na+].[Cl-].[C:17]1([S+:23]([C:30]2[CH:35]=[CH:34][CH:33]=[CH:32][CH:31]=2)[C:24]2[CH:29]=[CH:28][CH:27]=[CH:26][CH:25]=2)[CH:22]=[CH:21][CH:20]=[CH:19][CH:18]=1. Product: [F:1][C:2]([F:13])([F:14])[C:3]1([C:10]([O-:12])=[O:11])[CH2:8][CH:7]2[CH2:9][CH:4]1[CH:5]=[CH:6]2.[C:30]1([S+:23]([C:17]2[CH:18]=[CH:19][CH:20]=[CH:21][CH:22]=2)[C:24]2[CH:29]=[CH:28][CH:27]=[CH:26][CH:25]=2)[CH:31]=[CH:32][CH:33]=[CH:34][CH:35]=1. The catalyst class is: 2.